Dataset: Reaction yield outcomes from USPTO patents with 853,638 reactions. Task: Predict the reaction yield, written as a fraction of the theoretical maximum amount of product (1.0 means a 100% yield; for example, 0.34 means a 34% yield). (1) The catalyst is CCO. The reactants are [NH2:1][C:2]1[N:7]=[C:6](Cl)[N:5]=[C:4]([NH:9][CH2:10][CH2:11][CH3:12])[N:3]=1.Cl.[CH3:14][NH:15][O:16][CH3:17].CCN(C(C)C)C(C)C. The yield is 0.890. The product is [NH2:1][C:2]1[N:7]=[C:6]([N:15]([CH3:14])[O:16][CH3:17])[N:5]=[C:4]([NH:9][CH2:10][CH2:11][CH3:12])[N:3]=1. (2) The reactants are [Cl:1][C:2]1[CH:7]=[CH:6][C:5]([C:8]2[N:9]([C:17]3[CH:22]=[CH:21][C:20]([Cl:23])=[CH:19][C:18]=3[Cl:24])[C:10]([CH3:16])=[C:11]([C:13](Cl)=[O:14])[N:12]=2)=[CH:4][CH:3]=1.[NH2:25][N:26]1[CH2:31][CH2:30][CH2:29][CH2:28][CH2:27]1.C(N(CC)CC)C. The catalyst is ClCCl. The product is [Cl:1][C:2]1[CH:7]=[CH:6][C:5]([C:8]2[N:9]([C:17]3[CH:22]=[CH:21][C:20]([Cl:23])=[CH:19][C:18]=3[Cl:24])[C:10]([CH3:16])=[C:11]([C:13]([NH:25][N:26]3[CH2:31][CH2:30][CH2:29][CH2:28][CH2:27]3)=[O:14])[N:12]=2)=[CH:4][CH:3]=1. The yield is 0.130. (3) The reactants are Br[C:2]1[CH:7]=[CH:6][C:5]([N:8]([C:13]2[C:32]([CH:33]3[CH2:35][CH2:34]3)=[CH:31][C:16]3[C:17]([C:27]([NH:29][CH3:30])=[O:28])=[C:18]([C:20]4[CH:25]=[CH:24][C:23]([F:26])=[CH:22][CH:21]=4)[O:19][C:15]=3[CH:14]=2)[S:9]([CH3:12])(=[O:11])=[O:10])=[CH:4][C:3]=1[Cl:36].[CH2:37]([OH:40])[CH:38]=[CH2:39].C1(P(C2C=CC=CC=2)CCCP(C2C=CC=CC=2)C2C=CC=CC=2)C=CC=CC=1.C(N(CC)CC)C. The catalyst is CS(C)=O.F[B-](F)(F)F.C([N+]1C=CN(C)C=1)CCC.C(OCC)(=O)C.C([O-])(=O)C.[Pd+2].C([O-])(=O)C. The product is [Cl:36][C:3]1[CH:4]=[C:5]([N:8]([C:13]2[C:32]([CH:33]3[CH2:35][CH2:34]3)=[CH:31][C:16]3[C:17]([C:27]([NH:29][CH3:30])=[O:28])=[C:18]([C:20]4[CH:25]=[CH:24][C:23]([F:26])=[CH:22][CH:21]=4)[O:19][C:15]=3[CH:14]=2)[S:9]([CH3:12])(=[O:11])=[O:10])[CH:6]=[CH:7][C:2]=1[C:38]([CH2:37][OH:40])=[CH2:39]. The yield is 0.240. (4) The reactants are Cl.[NH2:2][C:3]1[C:11]([OH:12])=[C:10]2[C:6]([CH2:7][CH2:8][CH:9]2[CH2:13][CH2:14][NH:15][C:16](=[O:18])[CH3:17])=[CH:5][CH:4]=1.[CH2:19]([O:26][CH2:27][C:28](Cl)=[O:29])[C:20]1[CH:25]=[CH:24][CH:23]=[CH:22][CH:21]=1.O. The catalyst is N1C=CC=CC=1. The product is [C:16]([NH:15][CH2:14][CH2:13][CH:9]1[C:10]2[C:6](=[CH:5][CH:4]=[C:3]([NH:2][C:28](=[O:29])[CH2:27][O:26][CH2:19][C:20]3[CH:25]=[CH:24][CH:23]=[CH:22][CH:21]=3)[C:11]=2[OH:12])[CH2:7][CH2:8]1)(=[O:18])[CH3:17]. The yield is 0.800.